This data is from Forward reaction prediction with 1.9M reactions from USPTO patents (1976-2016). The task is: Predict the product of the given reaction. (1) Given the reactants [N+:1]([C:4]1[CH:9]=[C:8]([O:10][C:11]2[CH:16]=[CH:15][CH:14]=[CH:13][CH:12]=2)[CH:7]=[CH:6][C:5]=1[NH2:17])([O-:3])=[O:2].[Br:18]Br.S([O-])([O-])(=O)=S.[Na+].[Na+], predict the reaction product. The product is: [Br:18][C:6]1[CH:7]=[C:8]([O:10][C:11]2[CH:16]=[CH:15][CH:14]=[CH:13][CH:12]=2)[CH:9]=[C:4]([N+:1]([O-:3])=[O:2])[C:5]=1[NH2:17]. (2) Given the reactants C([O:4][CH2:5][C:6]1[O:10][N:9]=[C:8]([CH3:11])[C:7]=1B1OC(C)(C)C(C)(C)O1)(=O)C.Br[C:22]1[S:23][C:24]([CH3:37])=[C:25]([CH3:36])[C:26]=1[C:27]([C:29]1[CH:34]=[CH:33][C:32]([Cl:35])=[CH:31][CH:30]=1)=[O:28].C([O-])([O-])=O.[K+].[K+].N#N.[OH-].[Na+].C([O-])(=O)C.Cl.C, predict the reaction product. The product is: [Cl:35][C:32]1[CH:31]=[CH:30][C:29]([C:27]([C:26]2[C:25]([CH3:36])=[C:24]([CH3:37])[S:23][C:22]=2[C:7]2[C:8]([CH3:11])=[N:9][O:10][C:6]=2[CH2:5][OH:4])=[O:28])=[CH:34][CH:33]=1.